Task: Regression. Given a peptide amino acid sequence and an MHC pseudo amino acid sequence, predict their binding affinity value. This is MHC class I binding data.. Dataset: Peptide-MHC class I binding affinity with 185,985 pairs from IEDB/IMGT The peptide sequence is VMAVGLVSI. The MHC is HLA-A02:17 with pseudo-sequence HLA-A02:17. The binding affinity (normalized) is 0.254.